Dataset: Full USPTO retrosynthesis dataset with 1.9M reactions from patents (1976-2016). Task: Predict the reactants needed to synthesize the given product. (1) Given the product [C:27]([O:26][C:24]([N:31]1[CH2:36][CH2:35][CH:34]([NH:23][C:20]2[CH:21]=[C:22]3[C:17](=[CH:18][CH:19]=2)[NH:16][N:15]=[C:14]3[S:11]([C:1]2[C:10]3[C:5](=[CH:6][CH:7]=[CH:8][CH:9]=3)[CH:4]=[CH:3][CH:2]=2)(=[O:13])=[O:12])[CH2:33][CH2:32]1)=[O:25])([CH3:30])([CH3:28])[CH3:29], predict the reactants needed to synthesize it. The reactants are: [C:1]1([S:11]([C:14]2[C:22]3[C:17](=[CH:18][CH:19]=[C:20]([NH2:23])[CH:21]=3)[NH:16][N:15]=2)(=[O:13])=[O:12])[C:10]2[C:5](=[CH:6][CH:7]=[CH:8][CH:9]=2)[CH:4]=[CH:3][CH:2]=1.[C:24]([N:31]1[CH2:36][CH2:35][C:34](=O)[CH2:33][CH2:32]1)([O:26][C:27]([CH3:30])([CH3:29])[CH3:28])=[O:25].C(O[BH-](OC(=O)C)OC(=O)C)(=O)C.[Na+].C(O)(=O)C. (2) Given the product [F:1][C:2]1[CH:3]=[C:4]([CH:33]=[CH:34][CH:35]=1)[CH2:5][N:6]1[C:14]2[C:9](=[CH:10][C:11]([NH:15][C:16]3[C:25]4[C:20](=[CH:21][CH:22]=[CH:23][C:24]=4[O:26][C@H:27]([CH3:32])[C:28]([NH:38][CH2:36][CH3:37])=[O:30])[N:19]=[CH:18][N:17]=3)=[CH:12][CH:13]=2)[CH:8]=[N:7]1, predict the reactants needed to synthesize it. The reactants are: [F:1][C:2]1[CH:3]=[C:4]([CH:33]=[CH:34][CH:35]=1)[CH2:5][N:6]1[C:14]2[C:9](=[CH:10][C:11]([NH:15][C:16]3[C:25]4[C:20](=[CH:21][CH:22]=[CH:23][C:24]=4[O:26][C@H:27]([CH3:32])[C:28]([O:30]C)=O)[N:19]=[CH:18][N:17]=3)=[CH:12][CH:13]=2)[CH:8]=[N:7]1.[CH2:36]([NH2:38])[CH3:37]. (3) Given the product [NH2:11][CH2:12][CH2:13][CH2:14][CH2:15][CH:16]([CH2:20][P:21]([CH:24]([NH:28][C:29](=[O:38])[CH2:30][CH2:31][C:32]1[CH:33]=[CH:34][CH:35]=[CH:36][CH:37]=1)[CH:25]([CH3:26])[CH3:27])([OH:23])=[O:22])[C:17]([OH:19])=[O:18], predict the reactants needed to synthesize it. The reactants are: C(OC([NH:11][CH2:12][CH2:13][CH2:14][CH2:15][CH:16]([CH2:20][P:21]([CH:24]([NH:28][C:29](=[O:38])[CH2:30][CH2:31][C:32]1[CH:37]=[CH:36][CH:35]=[CH:34][CH:33]=1)[CH:25]([CH3:27])[CH3:26])([OH:23])=[O:22])[C:17]([OH:19])=[O:18])=O)C1C=CC=CC=1. (4) Given the product [F:33][C:34]1[CH:39]=[CH:38][CH:37]=[C:36]([F:40])[C:35]=1[NH:41][C:22]1[CH:21]=[C:20]([C:18]2[N:19]=[C:14]([N:11]3[CH2:12][CH2:13][NH:8][CH2:9][CH2:10]3)[C:15]3[C:30]([O:31][CH3:32])=[CH:29][N:28]=[CH:27][C:16]=3[N:17]=2)[CH:25]=[CH:24][N:23]=1, predict the reactants needed to synthesize it. The reactants are: C(OC([N:8]1[CH2:13][CH2:12][N:11]([C:14]2[C:15]3[C:30]([O:31][CH3:32])=[CH:29][N:28]=[CH:27][C:16]=3[N:17]=[C:18]([C:20]3[CH:25]=[CH:24][N:23]=[C:22](Cl)[CH:21]=3)[N:19]=2)[CH2:10][CH2:9]1)=O)(C)(C)C.[F:33][C:34]1[CH:39]=[CH:38][CH:37]=[C:36]([F:40])[C:35]=1[NH2:41]. (5) Given the product [Br:6][C:7]1[CH:15]=[CH:14][C:10]([C:11]2[O:3][C:1]([CH3:2])=[N:4][N:5]=2)=[C:9]([CH3:16])[CH:8]=1, predict the reactants needed to synthesize it. The reactants are: [C:1]([NH:4][NH2:5])(=[O:3])[CH3:2].[Br:6][C:7]1[CH:15]=[CH:14][C:10]([C:11](O)=O)=[C:9]([CH3:16])[CH:8]=1.O=P(Cl)(Cl)Cl.BrC1C=CC(C2OC(CN(C)C)=NN=2)=CC=1. (6) The reactants are: Cl.FC(F)(F)S(O[C:8]1[C:9]([O:31][CH2:32][CH3:33])=[CH:10][CH:11]=[C:12]2[C:17]=1[CH:16]=[N:15][CH:14]=[C:13]2[CH2:18][C:19]1[CH:24]=[C:23]([O:25][CH3:26])[C:22]([O:27][CH3:28])=[C:21]([O:29][CH3:30])[CH:20]=1)(=O)=O.C1C=CC(P(C2C(C3C(P(C4C=CC=CC=4)C4C=CC=CC=4)=CC=C4C=3C=CC=C4)=C3C(C=CC=C3)=CC=2)C2C=CC=CC=2)=CC=1.C([O-])([O-])=O.[Cs+].[Cs+].[CH3:88][NH2:89]. Given the product [CH2:32]([O:31][C:9]1[C:8]([NH:89][CH3:88])=[C:17]2[C:12]([C:13]([CH2:18][C:19]3[CH:20]=[C:21]([O:29][CH3:30])[C:22]([O:27][CH3:28])=[C:23]([O:25][CH3:26])[CH:24]=3)=[CH:14][N:15]=[CH:16]2)=[CH:11][CH:10]=1)[CH3:33], predict the reactants needed to synthesize it. (7) Given the product [CH3:22][C:17]1[C:18](=[O:21])[N:19]([CH3:20])[C:12]([NH:11][C:34]2[CH:39]=[CH:38][C:37]([I:40])=[CH:36][C:35]=2[F:41])=[C:13]2[C:14]([N:9]([CH:6]3[CH2:8][CH2:7]3)[C:10]([N:23]([C:24]3[CH:29]=[CH:28][CH:27]=[C:26]([NH:30][C:31]([CH3:32])=[O:33])[CH:25]=3)[C:16]=12)=[O:42])=[O:15], predict the reactants needed to synthesize it. The reactants are: O1CCCC1.[CH:6]1([N:9]2[C:14](=[O:15])[C:13]3[C:16]([NH:23][C:24]4[CH:25]=[C:26]([NH:30][C:31](=[O:33])[CH3:32])[CH:27]=[CH:28][CH:29]=4)=[C:17]([CH3:22])[C:18](=[O:21])[N:19]([CH3:20])[C:12]=3[N:11]([C:34]3[CH:39]=[CH:38][C:37]([I:40])=[CH:36][C:35]=3[F:41])[C:10]2=[O:42])[CH2:8][CH2:7]1.CO.C[O-].[Na+].